Dataset: Peptide-MHC class II binding affinity with 134,281 pairs from IEDB. Task: Regression. Given a peptide amino acid sequence and an MHC pseudo amino acid sequence, predict their binding affinity value. This is MHC class II binding data. (1) The peptide sequence is YALFYKLDVVPIDNDNTSY. The MHC is HLA-DQA10401-DQB10402 with pseudo-sequence HLA-DQA10401-DQB10402. The binding affinity (normalized) is 0.272. (2) The peptide sequence is TSAVGAPTGATTAAA. The MHC is HLA-DPA10201-DPB10501 with pseudo-sequence HLA-DPA10201-DPB10501. The binding affinity (normalized) is 0.0749. (3) The peptide sequence is PEEFAVVDLSKMRAV. The MHC is DRB1_1501 with pseudo-sequence DRB1_1501. The binding affinity (normalized) is 0.311. (4) The MHC is HLA-DQA10501-DQB10303 with pseudo-sequence HLA-DQA10501-DQB10303. The binding affinity (normalized) is 0.330. The peptide sequence is LWDIPTPKIIEECEH. (5) The peptide sequence is SSYVCSGLVGDTPRK. The MHC is DRB1_1501 with pseudo-sequence DRB1_1501. The binding affinity (normalized) is 0.196. (6) The peptide sequence is PFNASDSVGQQIKVI. The binding affinity (normalized) is 0.0884. The MHC is DRB1_0301 with pseudo-sequence DRB1_0301. (7) The peptide sequence is YYAIHKASPVLAFPA. The MHC is DRB1_1001 with pseudo-sequence DRB1_1001. The binding affinity (normalized) is 0.839.